From a dataset of Reaction yield outcomes from USPTO patents with 853,638 reactions. Predict the reaction yield, written as a fraction of the theoretical maximum amount of product (1.0 means a 100% yield; for example, 0.34 means a 34% yield). (1) The reactants are [N:1]1[CH:6]=[CH:5][CH:4]=[CH:3][C:2]=1[C:7](Cl)=[N:8][OH:9].[OH:11][C:12]1[CH:13]=[C:14]([C:18]#[CH:19])[CH:15]=[CH:16][CH:17]=1.C(N(CC)CC)C. The catalyst is C1COCC1.C(Cl)Cl. The product is [OH:11][C:12]1[CH:13]=[C:14]([C:18]2[O:9][N:8]=[C:7]([C:2]3[CH:3]=[CH:4][CH:5]=[CH:6][N:1]=3)[CH:19]=2)[CH:15]=[CH:16][CH:17]=1. The yield is 0.440. (2) The reactants are [NH:1]([CH:3]1[CH2:8][N:7]([C:9]([O:11][CH2:12][C:13]2[CH:18]=[CH:17][CH:16]=[CH:15][CH:14]=2)=[O:10])[CH:6]([CH3:19])[CH2:5][CH2:4]1)[NH2:2].[F:20][C:21]1[CH:41]=[C:40]([F:42])[CH:39]=[CH:38][C:22]=1[O:23][C:24]1[CH:29]=[CH:28][C:27]([C:30](OC)=[C:31]([C:34]#[N:35])[C:32]#[N:33])=[CH:26][CH:25]=1.C(N(CC)CC)C. The catalyst is C(O)C. The product is [NH2:35][C:34]1[N:1]([C@H:3]2[CH2:8][N:7]([C:9]([O:11][CH2:12][C:13]3[CH:18]=[CH:17][CH:16]=[CH:15][CH:14]=3)=[O:10])[C@@H:6]([CH3:19])[CH2:5][CH2:4]2)[N:2]=[C:30]([C:27]2[CH:26]=[CH:25][C:24]([O:23][C:22]3[CH:38]=[CH:39][C:40]([F:42])=[CH:41][C:21]=3[F:20])=[CH:29][CH:28]=2)[C:31]=1[C:32]#[N:33]. The yield is 0.600. (3) The reactants are [C:1]([C:5]1[CH:10]=[CH:9][C:8]([NH:11][C:12]2[CH:20]=[CH:19][CH:18]=[C:14]([C:15](O)=[O:16])[C:13]=2[C:21]([OH:23])=O)=[CH:7][CH:6]=1)([CH3:4])([CH3:3])[CH3:2].Cl.[NH2:25][CH:26]1[CH2:32][CH2:31][C:30](=[O:33])[NH:29][C:27]1=[O:28]. The catalyst is N1C=CC=CC=1. The product is [C:1]([C:5]1[CH:10]=[CH:9][C:8]([NH:11][C:12]2[CH:20]=[CH:19][CH:18]=[C:14]3[C:13]=2[C:21](=[O:23])[N:25]([CH:26]2[CH2:32][CH2:31][C:30](=[O:33])[NH:29][C:27]2=[O:28])[C:15]3=[O:16])=[CH:7][CH:6]=1)([CH3:4])([CH3:3])[CH3:2]. The yield is 0.920. (4) The reactants are [Cl:1][C:2]1[CH:3]=[C:4]2[C:9](=[CH:10][CH:11]=1)[N:8]=[C:7]([NH:12][C:13](=[O:17])OCC)[C:6]([O:18][CH3:19])=[N:5]2.[CH3:20][C:21]1[CH:22]=[C:23]([N:27]2[CH2:32][CH2:31][NH:30][CH2:29][CH2:28]2)[CH:24]=[CH:25][CH:26]=1. No catalyst specified. The product is [Cl:1][C:2]1[CH:3]=[C:4]2[C:9](=[CH:10][CH:11]=1)[N:8]=[C:7]([NH:12][C:13]([N:30]1[CH2:31][CH2:32][N:27]([C:23]3[CH:24]=[CH:25][CH:26]=[C:21]([CH3:20])[CH:22]=3)[CH2:28][CH2:29]1)=[O:17])[C:6]([O:18][CH3:19])=[N:5]2. The yield is 0.970. (5) The reactants are C(OC(=O)[O:5][C:6]1[C:15]2[N:14]=[CH:13][CH:12]=[N:11][C:10]=2[C:9]([O:16][CH:17]([C:24]2[CH:29]=[CH:28][CH:27]=[CH:26][CH:25]=2)[C:18]2[CH:23]=[CH:22][CH:21]=[CH:20][CH:19]=2)=[C:8]2[C:30](=[O:42])[N:31]([CH2:34][C:35]3[CH:40]=[CH:39][C:38]([F:41])=[CH:37][CH:36]=3)[C:32](=[O:33])[C:7]=12)C.C([O-])([O-])=O.[K+].[K+]. The catalyst is CN(C1C=CN=CC=1)C.O. The product is [CH:17]([O:16][C:9]1[C:10]2[N:11]=[CH:12][CH:13]=[N:14][C:15]=2[C:6]([OH:5])=[C:7]2[C:32](=[O:33])[N:31]([CH2:34][C:35]3[CH:36]=[CH:37][C:38]([F:41])=[CH:39][CH:40]=3)[C:30](=[O:42])[C:8]=12)([C:18]1[CH:19]=[CH:20][CH:21]=[CH:22][CH:23]=1)[C:24]1[CH:29]=[CH:28][CH:27]=[CH:26][CH:25]=1. The yield is 0.940.